The task is: Predict the product of the given reaction.. This data is from Forward reaction prediction with 1.9M reactions from USPTO patents (1976-2016). (1) The product is: [CH3:1][O:2][C:3]1[CH:4]=[CH:5][C:6]2[O:11][CH2:10][C:9](=[O:12])[N:8]([CH2:21][CH2:22][C@H:23]3[CH2:24][CH2:25][C@H:26]([NH:29][C:30](=[O:31])[O:32][C:33]([CH3:36])([CH3:35])[CH3:34])[CH2:27][CH2:28]3)[C:7]=2[CH:13]=1. Given the reactants [CH3:1][O:2][C:3]1[CH:4]=[CH:5][C:6]2[O:11][CH2:10][C:9](=[O:12])[NH:8][C:7]=2[CH:13]=1.[H-].[Na+].CS(O[CH2:21][CH2:22][C@H:23]1[CH2:28][CH2:27][C@H:26]([NH:29][C:30]([O:32][C:33]([CH3:36])([CH3:35])[CH3:34])=[O:31])[CH2:25][CH2:24]1)(=O)=O.COC1C=C2C(C=CC(=O)N2CCN2CCC(NC(=O)OC(C)(C)C)CC2)=CC=1, predict the reaction product. (2) Given the reactants [N+](C1C=NN(CC[CH2:11][N:12]2[CH2:17][CH2:16][CH2:15][CH:14]([OH:18])[CH2:13]2)C=1)([O-])=O.Br[CH2:20][CH2:21][CH2:22][N:23]1[CH:27]=[C:26]([N+:28]([O-:30])=[O:29])[CH:25]=[N:24]1, predict the reaction product. The product is: [N+:28]([C:26]1[CH:25]=[N:24][N:23]([CH2:22][CH2:21][CH2:20][CH2:11][N:12]2[CH2:17][CH2:16][CH2:15][CH:14]([OH:18])[CH2:13]2)[CH:27]=1)([O-:30])=[O:29]. (3) Given the reactants Br[C:2]1[CH:3]=[CH:4][C:5]2[C:6]([CH:10]=1)=[N:7][O:8][N:9]=2.C(OC(=O)[N:17]([C:21]1[CH:26]=[CH:25][C:24](Br)=[C:23]([O:28][CH3:29])[CH:22]=1)[CH2:18][CH2:19][F:20])(C)(C)C, predict the reaction product. The product is: [N:9]1[O:8][N:7]=[C:6]2[CH:10]=[C:2]([C:24]3[CH:25]=[CH:26][C:21]([NH:17][CH2:18][CH2:19][F:20])=[CH:22][C:23]=3[O:28][CH3:29])[CH:3]=[CH:4][C:5]=12. (4) Given the reactants [Cl:1][C:2]1[CH:12]=[CH:11][C:5]2[NH:6][C:7](=O)[CH2:8][O:9][C:4]=2[CH:3]=1.B.C1COCC1, predict the reaction product. The product is: [Cl:1][C:2]1[CH:12]=[CH:11][C:5]2[NH:6][CH2:7][CH2:8][O:9][C:4]=2[CH:3]=1. (5) Given the reactants [NH2:1][C:2]1[C:7]([C:8]([F:11])([F:10])[F:9])=[CH:6][CH:5]=[CH:4][C:3]=1[C:12]([C:14]1[CH:19]=[CH:18][CH:17]=[C:16]([OH:20])[CH:15]=1)=O.[C:21]1([CH3:30])[CH:26]=[CH:25][CH:24]=[CH:23][C:22]=1[CH2:27][CH:28]=O, predict the reaction product. The product is: [CH3:30][C:21]1[CH:26]=[CH:25][CH:24]=[CH:23][C:22]=1[C:27]1[CH:28]=[N:1][C:2]2[C:3]([C:12]=1[C:14]1[CH:15]=[C:16]([OH:20])[CH:17]=[CH:18][CH:19]=1)=[CH:4][CH:5]=[CH:6][C:7]=2[C:8]([F:11])([F:10])[F:9]. (6) Given the reactants Br[CH2:2][C:3]1[CH:8]=[CH:7][C:6]([C:9]([F:12])([F:11])[F:10])=[C:5]([Cl:13])[CH:4]=1.[NH3:14], predict the reaction product. The product is: [Cl:13][C:5]1[CH:4]=[C:3]([CH:8]=[CH:7][C:6]=1[C:9]([F:12])([F:11])[F:10])[CH2:2][NH2:14]. (7) Given the reactants [Br:1][C:2]1[CH:3]=[C:4]([CH:8]=[C:9]([I:11])[CH:10]=1)[C:5]([OH:7])=[O:6].Cl.CN(C)CCCN=C=NCC.[C:24](O)([CH3:27])([CH3:26])[CH3:25], predict the reaction product. The product is: [C:24]([O:6][C:5](=[O:7])[C:4]1[CH:8]=[C:9]([I:11])[CH:10]=[C:2]([Br:1])[CH:3]=1)([CH3:27])([CH3:26])[CH3:25]. (8) Given the reactants [CH2:1](OCC)C.C[Mg]Br.[C:9]([C:13]1[CH:18]=[CH:17][C:16]([C:19]2[S:20][CH:21]=[C:22]([CH:28]=[O:29])[C:23]=2[O:24][CH2:25][O:26][CH3:27])=[CH:15][CH:14]=1)([CH3:12])([CH3:11])[CH3:10].[Cl-].[NH4+], predict the reaction product. The product is: [C:9]([C:13]1[CH:18]=[CH:17][C:16]([C:19]2[S:20][CH:21]=[C:22]([CH:28]([OH:29])[CH3:1])[C:23]=2[O:24][CH2:25][O:26][CH3:27])=[CH:15][CH:14]=1)([CH3:12])([CH3:10])[CH3:11].